This data is from Peptide-MHC class I binding affinity with 185,985 pairs from IEDB/IMGT. The task is: Regression. Given a peptide amino acid sequence and an MHC pseudo amino acid sequence, predict their binding affinity value. This is MHC class I binding data. The peptide sequence is DTSASEIKDR. The MHC is HLA-A03:01 with pseudo-sequence HLA-A03:01. The binding affinity (normalized) is 0.112.